Task: Predict which catalyst facilitates the given reaction.. Dataset: Catalyst prediction with 721,799 reactions and 888 catalyst types from USPTO (1) Reactant: C(N)C1C=CC=CC=1.[NH:9]1[CH2:14][CH2:13][CH:12]([CH2:15][O:16][C:17]2[CH:26]=[CH:25][CH:24]=[C:23]3[C:18]=2[C:19]([NH2:28])=[N:20][C:21]([NH2:27])=[N:22]3)[CH2:11][CH2:10]1.[F:29][C:30]1[CH:37]=[C:36]([F:38])[CH:35]=[CH:34][C:31]=1[CH2:32][Cl:33].Cl. Product: [ClH:33].[F:29][C:30]1[CH:37]=[C:36]([F:38])[CH:35]=[CH:34][C:31]=1[CH2:32][N:9]1[CH2:14][CH2:13][CH:12]([CH2:15][O:16][C:17]2[CH:26]=[CH:25][CH:24]=[C:23]3[C:18]=2[C:19]([NH2:28])=[N:20][C:21]([NH2:27])=[N:22]3)[CH2:11][CH2:10]1. The catalyst class is: 12. (2) Reactant: I[C:2]1[C:10]2[CH:9]=[N:8][CH:7]=[N:6][C:5]=2[NH:4][CH:3]=1.C1(C)C=CC=CC=1[Mg]Cl.C([Mg]Cl)(C)C.[F:25][C:26]1[C:33]([N+:34]([O-:36])=[O:35])=[CH:32][CH:31]=[CH:30][C:27]=1[CH:28]=[O:29].Cl. Product: [F:25][C:26]1[C:33]([N+:34]([O-:36])=[O:35])=[CH:32][CH:31]=[CH:30][C:27]=1[CH:28]([C:2]1[C:10]2[CH:9]=[N:8][CH:7]=[N:6][C:5]=2[NH:4][CH:3]=1)[OH:29]. The catalyst class is: 7.